This data is from Full USPTO retrosynthesis dataset with 1.9M reactions from patents (1976-2016). The task is: Predict the reactants needed to synthesize the given product. Given the product [CH2:15]([O:14][CH2:11][CH2:10][CH2:5][CH3:6])[CH2:17][CH2:18][CH3:19], predict the reactants needed to synthesize it. The reactants are: COC1C=[C:5]([CH:10]=[C:11]([O:14][CH3:15])C=1O)[C:6](OC)=O.Br[CH2:17][CH2:18][CH2:19]C.C(=O)([O-])[O-].[K+].[K+].[I-].[K+].